From a dataset of Full USPTO retrosynthesis dataset with 1.9M reactions from patents (1976-2016). Predict the reactants needed to synthesize the given product. (1) Given the product [NH2:20][C:16]1[CH:15]=[CH:14][C:13]([C:8]2([C:5]3[CH:4]=[CH:3][C:2]([Cl:1])=[CH:7][CH:6]=3)[O:12][CH2:11][CH2:10][O:9]2)=[CH:28][C:17]=1[C:18]([C:21]1[CH:26]=[CH:25][CH:24]=[C:23]([CH3:27])[CH:22]=1)=[O:19], predict the reactants needed to synthesize it. The reactants are: [Cl:1][C:2]1[CH:7]=[CH:6][C:5]([C:8]2([C:13]3[CH:14]=[CH:15][C:16]4[C:17]([CH:28]=3)=[C:18]([C:21]3[CH:26]=[CH:25][CH:24]=[C:23]([CH3:27])[CH:22]=3)[O:19][N:20]=4)[O:12][CH2:11][CH2:10][O:9]2)=[CH:4][CH:3]=1. (2) The reactants are: [Cl:1][S:2]([OH:5])(=O)=[O:3].[F:6][C:7]([F:22])([F:21])[CH:8]1[C:13]([C:14]([OH:16])=[O:15])=[CH:12][C:11]2[CH:17]=[CH:18][CH:19]=[CH:20][C:10]=2[O:9]1. Given the product [Cl:1][S:2]([C:18]1[CH:19]=[CH:20][C:10]2[O:9][CH:8]([C:7]([F:22])([F:21])[F:6])[C:13]([C:14]([OH:16])=[O:15])=[CH:12][C:11]=2[CH:17]=1)(=[O:5])=[O:3], predict the reactants needed to synthesize it. (3) Given the product [CH2:12]([N:19]1[CH2:24][CH2:23][N:22]([CH2:25][C:26]2[CH:31]=[CH:30][CH:29]=[CH:28][CH:27]=2)[CH2:21][C@@H:20]1[CH:32]=[CH2:33])[C:13]1[CH:14]=[CH:15][CH:16]=[CH:17][CH:18]=1, predict the reactants needed to synthesize it. The reactants are: C(O)(=O)C(C1C=CC=CC=1)O.[CH2:12]([N:19]1[CH2:24][CH2:23][N:22]([CH2:25][C:26]2[CH:31]=[CH:30][CH:29]=[CH:28][CH:27]=2)[CH2:21][C@@H:20]1[CH:32]=[CH2:33])[C:13]1[CH:18]=[CH:17][CH:16]=[CH:15][CH:14]=1.O.[OH-].[Na+]. (4) Given the product [CH3:1][C:2]1[S:3][C:4]([CH3:21])=[C:5]([CH2:10][C:11]2[CH:12]=[CH:13][C:14]([C:17]([F:20])([F:18])[F:19])=[CH:15][CH:16]=2)[C:6]=1[C:7]([NH:35][C@H:33]([C:30]1[CH:31]=[CH:32][C:27]([C:25]([O:24][CH3:23])=[O:26])=[CH:28][CH:29]=1)[CH3:34])=[O:8], predict the reactants needed to synthesize it. The reactants are: [CH3:1][C:2]1[S:3][C:4]([CH3:21])=[C:5]([CH2:10][C:11]2[CH:16]=[CH:15][C:14]([C:17]([F:20])([F:19])[F:18])=[CH:13][CH:12]=2)[C:6]=1[C:7](O)=[O:8].[Cl-].[CH3:23][O:24][C:25]([C:27]1[CH:32]=[CH:31][C:30]([C@@H:33]([NH3+:35])[CH3:34])=[CH:29][CH:28]=1)=[O:26].CN(C(ON1N=NC2C=CC=NC1=2)=[N+](C)C)C.F[P-](F)(F)(F)(F)F.C(N(C(C)C)CC)(C)C.C(=O)(O)[O-].[Na+]. (5) Given the product [CH3:12][O:11][C:9]([CH:8]1[CH2:7][C:6]([C:15]2[CH:20]=[C:19]([Br:21])[CH:18]=[CH:17][C:16]=2[O:22][CH3:23])([C:13]#[N:14])[CH2:5][CH2:4][C:3]1=[O:24])=[O:10], predict the reactants needed to synthesize it. The reactants are: CO[C:3](=[O:24])[CH2:4][CH2:5][C:6]([C:15]1[CH:20]=[C:19]([Br:21])[CH:18]=[CH:17][C:16]=1[O:22][CH3:23])([C:13]#[N:14])[CH2:7][CH2:8][C:9]([O:11][CH3:12])=[O:10].[H-].[Na+]. (6) Given the product [N:24]1([C:2]2[CH:7]=[CH:6][C:5]([CH2:8][C:9]([NH:11][C:12]3[CH:17]=[CH:16][C:15]([C:18]4[CH:23]=[CH:22][CH:21]=[CH:20][CH:19]=4)=[CH:14][N:13]=3)=[O:10])=[CH:4][CH:3]=2)[CH:28]=[CH:27][N:26]=[CH:25]1, predict the reactants needed to synthesize it. The reactants are: I[C:2]1[CH:7]=[CH:6][C:5]([CH2:8][C:9]([NH:11][C:12]2[CH:17]=[CH:16][C:15]([C:18]3[CH:23]=[CH:22][CH:21]=[CH:20][CH:19]=3)=[CH:14][N:13]=2)=[O:10])=[CH:4][CH:3]=1.[NH:24]1[CH:28]=[CH:27][N:26]=[CH:25]1.P([O-])([O-])([O-])=O.[K+].[K+].[K+].N1CCC[C@H]1C(O)=O. (7) Given the product [CH2:32]([O:31][C:29](=[O:30])[CH2:28][N:5]1[C:6]2[CH2:11][CH2:10][N:9]([C:12]([O:14][C:15]([CH3:16])([CH3:17])[CH3:18])=[O:13])[CH2:8][C:7]=2[C:3]([C:2]([F:1])([F:19])[F:20])=[N:4]1)[CH3:33], predict the reactants needed to synthesize it. The reactants are: [F:1][C:2]([F:20])([F:19])[C:3]1[C:7]2[CH2:8][N:9]([C:12]([O:14][C:15]([CH3:18])([CH3:17])[CH3:16])=[O:13])[CH2:10][CH2:11][C:6]=2[NH:5][N:4]=1.C(=O)([O-])[O-].[K+].[K+].Br[CH2:28][C:29]([O:31][CH2:32][CH3:33])=[O:30]. (8) Given the product [CH3:1][C:2]([CH3:9])([CH2:6][CH:7]=[CH2:8])[C:3]([OH:5])=[O:4].[BH:10]1[CH:15]2[CH2:16][CH2:17][CH2:18][CH:11]1[CH2:12][CH2:13][CH2:14]2, predict the reactants needed to synthesize it. The reactants are: [CH3:1][C:2]([CH3:9])([CH2:6][CH:7]=[CH2:8])[C:3]([OH:5])=[O:4].[BH:10]1[CH:15]2[CH2:16][CH2:17][CH2:18][CH:11]1[CH2:12][CH2:13][CH2:14]2. (9) Given the product [Cl:19][C:2]1[N:3]=[C:4]2[C:12]([C:13]([F:16])([F:15])[F:14])=[CH:11][CH:10]=[CH:9][N:5]2[C:6](=[O:8])[CH:7]=1, predict the reactants needed to synthesize it. The reactants are: O[C:2]1[N:3]=[C:4]2[C:12]([C:13]([F:16])([F:15])[F:14])=[CH:11][CH:10]=[CH:9][N:5]2[C:6](=[O:8])[CH:7]=1.O=P(Cl)(Cl)[Cl:19]. (10) Given the product [CH3:21][C:22]1[C:30]2[C:25](=[CH:26][CH:27]=[C:28]([C:16]3[N:17]=[N:18][CH:19]=[C:14]([N:11]4[CH2:12][CH2:13][N:8]([C:1]([O:3][C:4]([CH3:7])([CH3:6])[CH3:5])=[O:2])[CH2:9][CH2:10]4)[N:15]=3)[CH:29]=2)[NH:24][N:23]=1, predict the reactants needed to synthesize it. The reactants are: [C:1]([N:8]1[CH2:13][CH2:12][N:11]([C:14]2[N:15]=[C:16](Cl)[N:17]=[N:18][CH:19]=2)[CH2:10][CH2:9]1)([O:3][C:4]([CH3:7])([CH3:6])[CH3:5])=[O:2].[CH3:21][C:22]1[C:30]2[C:25](=[CH:26][CH:27]=[C:28]([Sn](C)(C)C)[CH:29]=2)[NH:24][N:23]=1.C1(C)C=CC=CC=1P(C1C=CC=CC=1C)C1C=CC=CC=1C.C(N(CC)CC)C.